Dataset: Catalyst prediction with 721,799 reactions and 888 catalyst types from USPTO. Task: Predict which catalyst facilitates the given reaction. (1) Reactant: C(OC(=O)[NH:7][C:8]1[CH:13]=[C:12]([N:14]([CH3:18])[CH2:15][CH2:16][CH3:17])[C:11]([C:19]#[N:20])=[CH:10][C:9]=1[NH:21][C:22](=[O:45])[CH2:23][C:24](=O)[C:25]1[CH:30]=[CH:29][CH:28]=[C:27]([N:31]2[C:35]([CH2:36][O:37]C3CCCCO3)=[CH:34][N:33]=[N:32]2)[CH:26]=1)(C)(C)C.C(O)(C(F)(F)F)=O. Product: [OH:37][CH2:36][C:35]1[N:31]([C:27]2[CH:26]=[C:25]([C:24]3[CH2:23][C:22](=[O:45])[NH:21][C:9]4[CH:10]=[C:11]([C:19]#[N:20])[C:12]([N:14]([CH3:18])[CH2:15][CH2:16][CH3:17])=[CH:13][C:8]=4[N:7]=3)[CH:30]=[CH:29][CH:28]=2)[N:32]=[N:33][CH:34]=1. The catalyst class is: 2. (2) Reactant: Br[CH2:2][C:3]([NH:5][C:6]1[CH:21]=[CH:20][CH:19]=[CH:18][C:7]=1[C:8]([NH:10][C:11]1[CH:16]=[CH:15][C:14]([Cl:17])=[CH:13][N:12]=1)=[O:9])=[O:4].C(=O)([O-])[O-].[K+].[K+].[N:28]1[CH:33]=[CH:32][C:31]([N:34]2[CH2:39][CH2:38][NH:37][CH2:36][CH2:35]2)=[CH:30][CH:29]=1.O. Product: [Cl:17][C:14]1[CH:15]=[CH:16][C:11]([NH:10][C:8](=[O:9])[C:7]2[CH:18]=[CH:19][CH:20]=[CH:21][C:6]=2[NH:5][C:3]([CH2:2][N:37]2[CH2:38][CH2:39][N:34]([C:31]3[CH:32]=[CH:33][N:28]=[CH:29][CH:30]=3)[CH2:35][CH2:36]2)=[O:4])=[N:12][CH:13]=1. The catalyst class is: 4. (3) Reactant: [Br:1][C:2]1[CH:15]=[CH:14][C:5]([C:6]([NH:8][CH2:9][Si:10]([CH3:13])([CH3:12])[CH3:11])=O)=[CH:4][C:3]=1[Cl:16].COC1C=CC(P2(=S)SP(=S)(C3C=CC(OC)=CC=3)[S:26]2)=CC=1. Product: [Br:1][C:2]1[CH:15]=[CH:14][C:5]([C:6]([NH:8][CH2:9][Si:10]([CH3:13])([CH3:12])[CH3:11])=[S:26])=[CH:4][C:3]=1[Cl:16]. The catalyst class is: 11. (4) Reactant: F[C:2]1[CH:7]=[CH:6][CH:5]=[CH:4][C:3]=1[N+:8]([O-:10])=[O:9].C(=O)([O-])[O-].[K+].[K+].[NH2:17][CH2:18][C@H:19]1[CH2:23][CH2:22][CH2:21][N:20]1[C:24]([O:26][C:27]([CH3:30])([CH3:29])[CH3:28])=[O:25]. Product: [N+:8]([C:3]1[CH:4]=[CH:5][CH:6]=[CH:7][C:2]=1[NH:17][CH2:18][C@H:19]1[CH2:23][CH2:22][CH2:21][N:20]1[C:24]([O:26][C:27]([CH3:30])([CH3:29])[CH3:28])=[O:25])([O-:10])=[O:9]. The catalyst class is: 23.